From a dataset of Catalyst prediction with 721,799 reactions and 888 catalyst types from USPTO. Predict which catalyst facilitates the given reaction. (1) Reactant: CC(C)([O-])C.[F:6][C:7]1[CH:12]=[CH:11][CH:10]=[CH:9][C:8]=1[CH2:13][C:14]#[N:15].[CH2:16]([O:19][CH2:20][CH2:21]OS(C1C=CC(C)=CC=1)(=O)=O)[CH:17]=[CH2:18].C1OCCOCCOCCOCCOCCOC1.[Cl-].[NH4+]. Product: [CH2:16]([O:19][CH2:20][CH2:21][CH:13]([C:8]1[CH:9]=[CH:10][CH:11]=[CH:12][C:7]=1[F:6])[C:14]#[N:15])[CH:17]=[CH2:18]. The catalyst class is: 54. (2) Reactant: Cl[C:2]1[C:7]([N+:8]([O-:10])=[O:9])=[C:6]([CH3:11])[CH:5]=[C:4]([Cl:12])[N:3]=1.Cl.[F:14][C@@H:15]1[CH2:19][CH2:18][NH:17][CH2:16]1. Product: [Cl:12][C:4]1[N:3]=[C:2]([N:17]2[CH2:18][CH2:19][C@@H:15]([F:14])[CH2:16]2)[C:7]([N+:8]([O-:10])=[O:9])=[C:6]([CH3:11])[CH:5]=1. The catalyst class is: 10. (3) Reactant: [NH2:1][C:2]1[CH:3]=[CH:4][C:5]([Si:13]([CH3:16])([CH3:15])[CH3:14])=[C:6]([CH:12]=1)[C:7]([NH:9][CH2:10][CH3:11])=[O:8].[NH:17]1[C:21]2[CH:22]=[CH:23][CH:24]=[CH:25][C:20]=2[N:19]=[N:18]1.[CH2:26]=O. Product: [N:17]1([CH2:26][NH:1][C:2]2[CH:3]=[CH:4][C:5]([Si:13]([CH3:15])([CH3:14])[CH3:16])=[C:6]([CH:12]=2)[C:7]([NH:9][CH2:10][CH3:11])=[O:8])[C:21]2[CH:22]=[CH:23][CH:24]=[CH:25][C:20]=2[N:19]=[N:18]1. The catalyst class is: 8. (4) Reactant: [NH:1]1[C:9]2[C:4](=[CH:5][CH:6]=[CH:7][CH:8]=2)[CH2:3][CH2:2]1.[Br:10][CH2:11][CH2:12][CH2:13]Br.C([O-])([O-])=O.[Na+].[Na+]. Product: [N:1]1([CH2:13][CH2:12][CH2:11][Br:10])[C:9]2[C:4](=[CH:5][CH:6]=[CH:7][CH:8]=2)[CH2:3][CH2:2]1. The catalyst class is: 39. (5) Reactant: [Cl:1]CCl.[CH2:4]([O:6][C:7]([CH:9]1[CH2:14][C:13]([CH3:15])=[CH:12][CH2:11][N:10]1C(C1C=CC=CC=1)C1C=CC=CC=1)=[O:8])[CH3:5].ClC(OC(Cl)C)=O. Product: [ClH:1].[CH2:4]([O:6][C:7]([CH:9]1[CH2:14][CH:13]([CH3:15])[CH2:12][CH2:11][NH:10]1)=[O:8])[CH3:5]. The catalyst class is: 43.